This data is from Forward reaction prediction with 1.9M reactions from USPTO patents (1976-2016). The task is: Predict the product of the given reaction. (1) Given the reactants [NH2:1][C:2]1[C:6]([C:7]([O:9][CH2:10][CH3:11])=[O:8])=[CH:5][NH:4][N:3]=1.C([O:14][CH:15]=[CH:16][C:17](OCC)=O)C.C(=O)([O-])[O-].[Cs+].[Cs+], predict the reaction product. The product is: [OH:14][C:15]1[CH:16]=[CH:17][N:3]2[N:4]=[CH:5][C:6]([C:7]([O:9][CH2:10][CH3:11])=[O:8])=[C:2]2[N:1]=1. (2) Given the reactants [F:1][C:2]1[C:11]([CH:12]([NH2:14])[CH3:13])=[C:10]([F:15])[CH:9]=[C:8]2[C:3]=1[CH:4]=[CH:5][CH:6]=[N:7]2.Br[C:17]1[C:18]([NH2:24])=[N:19][CH:20]=[C:21]([Br:23])[N:22]=1.CCN(C(C)C)C(C)C, predict the reaction product. The product is: [Br:23][C:21]1[N:22]=[C:17]([NH:14][CH:12]([C:11]2[C:2]([F:1])=[C:3]3[C:8](=[CH:9][C:10]=2[F:15])[N:7]=[CH:6][CH:5]=[CH:4]3)[CH3:13])[C:18]([NH2:24])=[N:19][CH:20]=1.